From a dataset of Reaction yield outcomes from USPTO patents with 853,638 reactions. Predict the reaction yield, written as a fraction of the theoretical maximum amount of product (1.0 means a 100% yield; for example, 0.34 means a 34% yield). The product is [CH2:8]([N:5]1[CH2:6][CH2:7][CH:2]([NH:1][C:21](=[O:28])[C:22]2[CH:27]=[CH:26][CH:25]=[CH:24][CH:23]=2)[CH2:3][CH2:4]1)[C:9]1[CH:14]=[CH:13][CH:12]=[CH:11][CH:10]=1. The yield is 0.870. The reactants are [NH2:1][CH:2]1[CH2:7][CH2:6][N:5]([CH2:8][C:9]2[CH:14]=[CH:13][CH:12]=[CH:11][CH:10]=2)[CH2:4][CH2:3]1.C([O-])([O-])=O.[K+].[K+].[C:21](Cl)(=[O:28])[C:22]1[CH:27]=[CH:26][CH:25]=[CH:24][CH:23]=1. The catalyst is C(Cl)Cl.O.